From a dataset of Forward reaction prediction with 1.9M reactions from USPTO patents (1976-2016). Predict the product of the given reaction. (1) Given the reactants Cl[C:2]1[CH:7]=[C:6]([C:8]2[CH:13]=[CH:12][CH:11]=[CH:10][CH:9]=2)[N:5]=[C:4]([NH:14][C:15](=[O:32])[CH2:16][CH2:17][C:18]([C:20]2[CH:25]=[CH:24][C:23]([O:26][CH2:27][CH3:28])=[C:22]([O:29][CH2:30][CH3:31])[CH:21]=2)=[O:19])[CH:3]=1.C1(C2C=CC=CC=2)C=CC=CC=1P(C1CCCCC1)C1CCCCC1.C(=O)([O-])[O-].[K+].[K+].CC1(C)C(C)(C)OB([C:72]2[CH:73]=[C:74]([CH2:78][C:79]#[N:80])[CH:75]=[CH:76][CH:77]=2)O1, predict the reaction product. The product is: [C:79]([CH2:78][C:74]1[CH:73]=[C:72]([C:2]2[CH:7]=[C:6]([C:8]3[CH:13]=[CH:12][CH:11]=[CH:10][CH:9]=3)[N:5]=[C:4]([NH:14][C:15](=[O:32])[CH2:16][CH2:17][C:18]([C:20]3[CH:25]=[CH:24][C:23]([O:26][CH2:27][CH3:28])=[C:22]([O:29][CH2:30][CH3:31])[CH:21]=3)=[O:19])[CH:3]=2)[CH:77]=[CH:76][CH:75]=1)#[N:80]. (2) Given the reactants [NH:1]1[C:9]2[C:4](=[CH:5][CH:6]=[CH:7][CH:8]=2)[C:3]([C:10]2[NH:14][C:13]3[CH:15]=[CH:16][C:17]([C:19](O)=[O:20])=[CH:18][C:12]=3[N:11]=2)=[N:2]1.[CH:22]([N:25](C(C)C)CC)(C)[CH3:23].C(N)C.Cl.CN(C)CCCN=C=NCC, predict the reaction product. The product is: [CH2:22]([NH:25][C:19]([C:17]1[CH:16]=[CH:15][C:13]2[NH:14][C:10]([C:3]3[C:4]4[C:9](=[CH:8][CH:7]=[CH:6][CH:5]=4)[NH:1][N:2]=3)=[N:11][C:12]=2[CH:18]=1)=[O:20])[CH3:23].